This data is from Full USPTO retrosynthesis dataset with 1.9M reactions from patents (1976-2016). The task is: Predict the reactants needed to synthesize the given product. (1) Given the product [CH3:45][N:2]([CH3:1])[C:3]([NH:5][C:6]1[CH:11]=[CH:10][C:9]([C:12]2[C:16]([C:17]3[CH:22]=[CH:21][N:20]=[C:19]4[NH:23][C:24]([C:26]5[CH:31]=[CH:30][CH:29]=[C:28]([CH:32]=[O:33])[CH:27]=5)=[CH:25][C:18]=34)=[CH:15][N:14]([CH2:34][CH2:35][N:36]([CH3:44])[C:37](=[O:43])[O:38][C:39]([CH3:40])([CH3:41])[CH3:42])[N:13]=2)=[CH:8][CH:7]=1)=[O:4], predict the reactants needed to synthesize it. The reactants are: [CH3:1][N:2]([CH3:45])[C:3]([NH:5][C:6]1[CH:11]=[CH:10][C:9]([C:12]2[C:16]([C:17]3[CH:22]=[CH:21][N:20]=[C:19]4[NH:23][C:24]([C:26]5[CH:31]=[CH:30][CH:29]=[C:28]([CH2:32][OH:33])[CH:27]=5)=[CH:25][C:18]=34)=[CH:15][N:14]([CH2:34][CH2:35][N:36]([CH3:44])[C:37](=[O:43])[O:38][C:39]([CH3:42])([CH3:41])[CH3:40])[N:13]=2)=[CH:8][CH:7]=1)=[O:4]. (2) Given the product [CH3:1][O:2][C:3]1[CH:4]=[C:5]([CH:21]=[CH:22][C:23]=1[O:24][CH2:25][C:26]1[N:27]=[C:28]([N:32]2[CH2:33][CH2:34][O:35][CH2:36][CH2:37]2)[S:29][C:30]=1[CH3:31])[CH2:6][O:7][C:8]1[C:12](/[CH:13]=[CH:38]/[P:47](=[O:54])([O:48][CH2:49][CH3:50])[O:51][CH2:52][CH3:53])=[CH:11][N:10]([C:15]2[CH:20]=[CH:19][CH:18]=[CH:17][CH:16]=2)[N:9]=1, predict the reactants needed to synthesize it. The reactants are: [CH3:1][O:2][C:3]1[CH:4]=[C:5]([CH:21]=[CH:22][C:23]=1[O:24][CH2:25][C:26]1[N:27]=[C:28]([N:32]2[CH2:37][CH2:36][O:35][CH2:34][CH2:33]2)[S:29][C:30]=1[CH3:31])[CH2:6][O:7][C:8]1[C:12]([CH:13]=O)=[CH:11][N:10]([C:15]2[CH:20]=[CH:19][CH:18]=[CH:17][CH:16]=2)[N:9]=1.[CH2:38]([P:47](=[O:54])([O:51][CH2:52][CH3:53])[O:48][CH2:49][CH3:50])P(=O)(OCC)OCC.CN(C)C=O.[H-].[Na+]. (3) The reactants are: [CH2:1]([OH:4])[C:2]#[CH:3].C(N(CC)CC)C.Br[C:13]1[CH:18]=[CH:17][C:16]([Br:19])=[CH:15][N:14]=1. Given the product [Br:19][C:16]1[CH:17]=[CH:18][C:13]([C:3]#[C:2][CH2:1][OH:4])=[N:14][CH:15]=1, predict the reactants needed to synthesize it. (4) Given the product [F:1][C:2]1[CH:3]=[CH:4][C:5]([O:9][C:10]2[CH:15]=[CH:14][CH:13]=[CH:12][CH:11]=2)=[C:6]([NH:8][CH2:23][C:22]2[CH:25]=[C:18]([O:17][CH3:16])[CH:19]=[CH:20][C:21]=2[O:26][CH2:27][CH2:28][O:29][S:30]([CH3:33])(=[O:31])=[O:32])[CH:7]=1, predict the reactants needed to synthesize it. The reactants are: [F:1][C:2]1[CH:3]=[CH:4][C:5]([O:9][C:10]2[CH:15]=[CH:14][CH:13]=[CH:12][CH:11]=2)=[C:6]([NH2:8])[CH:7]=1.[CH3:16][O:17][C:18]1[CH:19]=[CH:20][C:21]([O:26][CH2:27][CH2:28][O:29][S:30]([CH3:33])(=[O:32])=[O:31])=[C:22]([CH:25]=1)[CH:23]=O.[Na]. (5) Given the product [CH3:13][O:12][C:5]1[C:4]2[C:9](=[CH:10][CH:11]=[C:2]([CH:21]=[O:22])[CH:3]=2)[N:8]=[CH:7][CH:6]=1, predict the reactants needed to synthesize it. The reactants are: Br[C:2]1[CH:3]=[C:4]2[C:9](=[CH:10][CH:11]=1)[N:8]=[CH:7][CH:6]=[C:5]2[O:12][CH3:13].C([Li])CCC.CN(C)[CH:21]=[O:22]. (6) Given the product [N:4]1[C:5]2[C:10](=[CH:9][CH:8]=[CH:7][CH:6]=2)[CH:11]=[CH:12][CH:3]=1, predict the reactants needed to synthesize it. The reactants are: C([C:3]1[CH:12]=[CH:11][C:10]2[C:5](=[CH:6][CH:7]=[CH:8][CH:9]=2)[N:4]=1)=O.CC1C([P+](OC(C)=O)(C2C=CC=CC=2)C2C=CC=CC=2)=CC=CC=1.O. (7) The reactants are: [CH3:1][C:2]1[N:3]=[CH:4][NH:5][C:6]=1[C:7]([O:9][CH2:10][CH3:11])=[O:8].[H-].[Na+].[CH2:14](Br)[C:15]1[CH:20]=[CH:19][CH:18]=[CH:17][CH:16]=1.O. Given the product [CH2:14]([N:3]1[C:2]([CH3:1])=[C:6]([C:7]([O:9][CH2:10][CH3:11])=[O:8])[N:5]=[CH:4]1)[C:15]1[CH:20]=[CH:19][CH:18]=[CH:17][CH:16]=1, predict the reactants needed to synthesize it. (8) The reactants are: [Cl:1][C:2]1[CH:3]=[C:4]2[C:8](=[CH:9][CH:10]=1)[NH:7][C:6]([C:11](=[O:18])[CH2:12][CH2:13][CH2:14][CH2:15][CH2:16][CH3:17])=[CH:5]2.I[C:20]1[CH:21]=[C:22]([C:26]([F:29])([F:28])[F:27])[CH:23]=[CH:24][CH:25]=1.P([O-])([O-])([O-])=O.[K+].[K+].[K+]. Given the product [Cl:1][C:2]1[CH:3]=[C:4]2[C:8](=[CH:9][CH:10]=1)[N:7]([C:20]1[CH:25]=[CH:24][CH:23]=[C:22]([C:26]([F:29])([F:28])[F:27])[CH:21]=1)[C:6]([C:11](=[O:18])[CH2:12][CH2:13][CH2:14][CH2:15][CH2:16][CH3:17])=[CH:5]2, predict the reactants needed to synthesize it. (9) Given the product [Cl:22][C:19]1[CH:20]=[CH:21][C:14]2[O:13][C:12]([S:11][C:8]3[CH:9]=[CH:10][C:5](=[O:2])[NH:6][N:7]=3)=[C:16]([CH3:17])[C:15]=2[CH:18]=1, predict the reactants needed to synthesize it. The reactants are: C[O-:2].[Na+].Cl[C:5]1[N:6]=[N:7][C:8]([S:11][C:12]2[O:13][C:14]3[CH:21]=[CH:20][C:19]([Cl:22])=[CH:18][C:15]=3[C:16]=2[CH3:17])=[CH:9][CH:10]=1.